This data is from Full USPTO retrosynthesis dataset with 1.9M reactions from patents (1976-2016). The task is: Predict the reactants needed to synthesize the given product. (1) Given the product [C:1]([N:5]1[CH2:30][CH2:29][CH2:28][C:8]2[C:9]([C:23]3[S:24][CH:25]=[CH:26][CH:27]=3)=[C:10]3[C:19]4[CH:18]=[C:17]([NH:37][C:32](=[O:36])[CH:33]([CH3:35])[CH3:34])[C:16]([O:21][CH3:22])=[CH:15][C:14]=4[CH2:13][CH2:12][N:11]3[C:7]=2[C:6]1=[O:31])([CH3:4])([CH3:3])[CH3:2], predict the reactants needed to synthesize it. The reactants are: [C:1]([N:5]1[CH2:30][CH2:29][CH2:28][C:8]2[C:9]([C:23]3[S:24][CH:25]=[CH:26][CH:27]=3)=[C:10]3[C:19]4[CH:18]=[C:17](Br)[C:16]([O:21][CH3:22])=[CH:15][C:14]=4[CH2:13][CH2:12][N:11]3[C:7]=2[C:6]1=[O:31])([CH3:4])([CH3:3])[CH3:2].[C:32]([NH2:37])(=[O:36])[CH:33]([CH3:35])[CH3:34].[O-]P([O-])([O-])=O.[K+].[K+].[K+].C(P(C(C)(C)C)C1C(C)=C(C)C(C)=C(C)C=1C1C(C(C)C)=CC(C(C)C)=CC=1C(C)C)(C)(C)C. (2) Given the product [O:20]=[S:17]1(=[O:21])[CH2:18][CH2:19][N:14]([CH2:13][C@H:11]2[O:10][N:9]=[C:8]([C:5]3[N:6]=[CH:7][C:2]([C:28]4[CH:27]=[CH:26][C:25]([N:38]5[CH2:42][C@H:41]([CH2:43][N:44]6[CH:48]=[CH:47][N:46]=[N:45]6)[O:40][C:39]5=[O:49])=[CH:24][C:23]=4[F:22])=[CH:3][CH:4]=3)[CH2:12]2)[CH2:15][CH2:16]1, predict the reactants needed to synthesize it. The reactants are: Br[C:2]1[CH:3]=[CH:4][C:5]([C:8]2[CH2:12][C@@H:11]([CH2:13][N:14]3[CH2:19][CH2:18][S:17](=[O:21])(=[O:20])[CH2:16][CH2:15]3)[O:10][N:9]=2)=[N:6][CH:7]=1.[F:22][C:23]1[CH:24]=[C:25]([N:38]2[CH2:42][C@H:41]([CH2:43][N:44]3[CH:48]=[CH:47][N:46]=[N:45]3)[O:40][C:39]2=[O:49])[CH:26]=[CH:27][C:28]=1B1OC(C)(C)C(C)(C)O1.C(=O)([O-])[O-].[K+].[K+]. (3) Given the product [CH2:13]([O:15][CH:16]([O:19][CH2:20][CH3:21])[CH2:17][NH:18][CH2:11][C:1]1[C:10]2[C:5](=[CH:6][CH:7]=[CH:8][CH:9]=2)[CH:4]=[CH:3][CH:2]=1)[CH3:14], predict the reactants needed to synthesize it. The reactants are: [C:1]1([CH:11]=O)[C:10]2[C:5](=[CH:6][CH:7]=[CH:8][CH:9]=2)[CH:4]=[CH:3][CH:2]=1.[CH2:13]([O:15][CH:16]([O:19][CH2:20][CH3:21])[CH2:17][NH2:18])[CH3:14].C(O[BH-](OC(=O)C)OC(=O)C)(=O)C.[Na+]. (4) The reactants are: [NH:1]([C:10]([O:12][CH2:13][C:14]1[CH:19]=[CH:18][CH:17]=[CH:16][CH:15]=1)=[O:11])[C@H:2]([C:7](O)=[O:8])[CH2:3][CH:4]([CH3:6])[CH3:5].Cl.[C:21]1([CH:27]([C:52]2[CH:57]=[CH:56][CH:55]=[CH:54][CH:53]=2)[C@H:28]([NH2:51])[CH:29]=[CH:30][S:31]([CH:34]=[CH:35][C@@H:36]([NH2:50])[CH:37]([C:44]2[CH:49]=[CH:48][CH:47]=[CH:46][CH:45]=2)[C:38]2[CH:43]=[CH:42][CH:41]=[CH:40][CH:39]=2)(=[O:33])=[O:32])[CH:26]=[CH:25][CH:24]=[CH:23][CH:22]=1. Given the product [C:52]1([CH:27]([C:21]2[CH:26]=[CH:25][CH:24]=[CH:23][CH:22]=2)[C@H:28]([NH:51][C:7](=[O:8])[C@H:2]([CH2:3][CH:4]([CH3:6])[CH3:5])[NH:1][C:10]([O:12][CH2:13][C:14]2[CH:19]=[CH:18][CH:17]=[CH:16][CH:15]=2)=[O:11])[CH:29]=[CH:30][S:31]([CH:34]=[CH:35][C@@H:36]([NH:50][C:7](=[O:8])[C@H:2]([CH2:3][CH:4]([CH3:5])[CH3:6])[NH:1][C:10]([O:12][CH2:13][C:14]2[CH:19]=[CH:18][CH:17]=[CH:16][CH:15]=2)=[O:11])[CH:37]([C:38]2[CH:39]=[CH:40][CH:41]=[CH:42][CH:43]=2)[C:44]2[CH:45]=[CH:46][CH:47]=[CH:48][CH:49]=2)(=[O:33])=[O:32])[CH:53]=[CH:54][CH:55]=[CH:56][CH:57]=1, predict the reactants needed to synthesize it. (5) The reactants are: [C:1]([O:5][C:6]([N:8]1[C@H:13]([C:14]2[NH:18][C:17]3[C:19]4[C:24]([CH:25]=[CH:26][C:16]=3[N:15]=2)=[CH:23][C:22]2[C:27]3[C:32]([CH2:33][O:34][C:21]=2[CH:20]=4)=[CH:31][C:30](B2OC(C)(C)C(C)(C)O2)=[CH:29][CH:28]=3)[CH2:12][C@@H:11]2[C@H:9]1[CH2:10]2)=[O:7])([CH3:4])([CH3:3])[CH3:2].Br[C:45]1[NH:49][C:48]([C@@H:50]2[CH2:54][C@H:53]([CH2:55][O:56][CH3:57])[CH2:52][N:51]2[C:58](=[O:68])[C@@H:59]([NH:63][C:64](=[O:67])[O:65][CH3:66])[CH:60]([CH3:62])[CH3:61])=[N:47][CH:46]=1.C(=O)([O-])[O-].[K+].[K+]. Given the product [CH3:66][O:65][C:64]([NH:63][C@@H:59]([CH:60]([CH3:62])[CH3:61])[C:58]([N:51]1[CH2:52][CH:53]([CH2:55][O:56][CH3:57])[CH2:54][C@H:50]1[C:48]1[NH:49][C:45]([C:30]2[CH:31]=[C:32]3[CH2:33][O:34][C:21]4[CH:20]=[C:19]5[C:24]([CH:25]=[CH:26][C:16]6[N:15]=[C:14]([C@@H:13]7[CH2:12][C@@H:11]8[C@@H:9]([CH2:10]8)[N:8]7[C:6]([O:5][C:1]([CH3:2])([CH3:3])[CH3:4])=[O:7])[NH:18][C:17]=65)=[CH:23][C:22]=4[C:27]3=[CH:28][CH:29]=2)=[CH:46][N:47]=1)=[O:68])=[O:67], predict the reactants needed to synthesize it. (6) Given the product [NH2:11][C:6]1[CH:5]=[C:4]([CH2:1][CH2:2][CH3:3])[CH:9]=[CH:8][C:7]=1[OH:10], predict the reactants needed to synthesize it. The reactants are: [CH2:1]([C:4]1[CH:9]=[CH:8][C:7]([OH:10])=[C:6]([N+:11]([O-])=O)[CH:5]=1)[CH2:2][CH3:3].[H][H].